From a dataset of Forward reaction prediction with 1.9M reactions from USPTO patents (1976-2016). Predict the product of the given reaction. (1) Given the reactants Br[C:2]1[CH:3]=[C:4]([C:11]([F:14])([F:13])[F:12])[C:5]([C:8](=[O:10])[CH3:9])=[N:6][CH:7]=1.[Cl-].[NH4+].[OH-].[NH4+].[CH3:19][N:20](C=O)C, predict the reaction product. The product is: [C:8]([C:5]1[C:4]([C:11]([F:14])([F:13])[F:12])=[CH:3][C:2]([C:19]#[N:20])=[CH:7][N:6]=1)(=[O:10])[CH3:9]. (2) Given the reactants [OH:1][C:2]1[CH:7]=[CH:6][C:5]([C:8](=[O:10])[CH3:9])=[CH:4][C:3]=1[O:11][CH3:12].C(=O)([O-])[O-].[K+].[K+].Cl.Cl[CH2:21][C:22]1[CH:23]=[CH:24][C:25]([O:28][CH3:29])=[N:26][CH:27]=1, predict the reaction product. The product is: [CH3:12][O:11][C:3]1[CH:4]=[C:5]([C:8](=[O:10])[CH3:9])[CH:6]=[CH:7][C:2]=1[O:1][CH2:21][C:22]1[CH:27]=[N:26][C:25]([O:28][CH3:29])=[CH:24][CH:23]=1. (3) Given the reactants [CH3:1][I:2].[CH3:3][C:4]1[CH:9]=[CH:8][C:7]([OH:10])=[C:6]([CH:11]([C:20]2[CH:25]=[CH:24][CH:23]=[CH:22][CH:21]=2)[CH2:12][CH2:13][N:14]2[CH2:19][CH2:18][CH2:17][CH2:16][CH2:15]2)[CH:5]=1, predict the reaction product. The product is: [I-:2].[OH:10][C:7]1[CH:8]=[CH:9][C:4]([CH3:3])=[CH:5][C:6]=1[CH:11]([C:20]1[CH:25]=[CH:24][CH:23]=[CH:22][CH:21]=1)[CH2:12][CH2:13][N+:14]1([CH3:1])[CH2:15][CH2:16][CH2:17][CH2:18][CH2:19]1. (4) Given the reactants Br[C:2]1[CH:3]=[C:4]2[C:8](=[CH:9][CH:10]=1)[N:7]([C:11](=[O:23])[CH2:12][C:13]1[CH:18]=[CH:17][CH:16]=[C:15]([C:19]([F:22])([F:21])[F:20])[CH:14]=1)[CH2:6][CH2:5]2.[B:24]1([B:24]2[O:28][C:27]([CH3:30])([CH3:29])[C:26]([CH3:32])([CH3:31])[O:25]2)[O:28][C:27]([CH3:30])([CH3:29])[C:26]([CH3:32])([CH3:31])[O:25]1.C([O-])(=O)C.[K+], predict the reaction product. The product is: [CH3:31][C:26]1([CH3:32])[C:27]([CH3:30])([CH3:29])[O:28][B:24]([C:2]2[CH:3]=[C:4]3[C:8](=[CH:9][CH:10]=2)[N:7]([C:11](=[O:23])[CH2:12][C:13]2[CH:18]=[CH:17][CH:16]=[C:15]([C:19]([F:22])([F:21])[F:20])[CH:14]=2)[CH2:6][CH2:5]3)[O:25]1. (5) Given the reactants S(=O)(=O)(O)O.[NH:6]1[C:14]2[C:9](=[CH:10][CH:11]=[CH:12][CH:13]=2)[C:8]([CH2:15][C:16]([OH:18])=[O:17])=[CH:7]1.[OH-].[Na+].[CH3:21]O, predict the reaction product. The product is: [NH:6]1[C:14]2[C:9](=[CH:10][CH:11]=[CH:12][CH:13]=2)[C:8]([CH2:15][C:16]([O:18][CH3:21])=[O:17])=[CH:7]1. (6) Given the reactants [Cl:1][C:2]1[CH:7]=[CH:6][CH:5]=[CH:4][C:3]=1[N:8]1[C:12]([S:13][C:14]2[CH:19]=[CH:18][C:17]([CH3:20])=[CH:16][N:15]=2)=[CH:11][C:10]([C:21](OCC)=[O:22])=[N:9]1.[H-].C([Al+]CC(C)C)C(C)C.[OH-].[Na+], predict the reaction product. The product is: [Cl:1][C:2]1[CH:7]=[CH:6][CH:5]=[CH:4][C:3]=1[N:8]1[C:12]([S:13][C:14]2[CH:19]=[CH:18][C:17]([CH3:20])=[CH:16][N:15]=2)=[CH:11][C:10]([CH:21]=[O:22])=[N:9]1. (7) Given the reactants [H-].[Na+].[C:3]1([CH2:11][OH:12])[CH:8]=[CH:7][C:6]([CH2:9][OH:10])=[CH:5][CH:4]=1.I[CH2:14][CH2:15][CH2:16][CH2:17][CH2:18][CH2:19][CH2:20][CH3:21], predict the reaction product. The product is: [CH2:14]([O:10][CH2:9][C:6]1[CH:7]=[CH:8][C:3]([CH2:11][OH:12])=[CH:4][CH:5]=1)[CH2:15][CH2:16][CH2:17][CH2:18][CH2:19][CH2:20][CH3:21]. (8) Given the reactants [Cl:1][C:2]1[CH:7]=[CH:6][C:5]([C:8]2[N:12]([CH2:13][CH2:14][C:15]([F:18])([F:17])[F:16])[C:11](=[O:19])[N:10]([CH2:20][C:21]([OH:23])=O)[N:9]=2)=[CH:4][CH:3]=1.[CH2:24]([Cl:27])[CH2:25][Cl:26].[CH:28]1[CH:29]=[CH:30][C:31]2[N:36](O)N=[N:34][C:32]=2[CH:33]=1.[CH:38]([N:41]([CH2:45]C)C(C)C)(C)[CH3:39].CN(C=[O:51])C, predict the reaction product. The product is: [Cl:1][C:2]1[CH:7]=[CH:6][C:5]([C:8]2[N:12]([CH2:13][CH2:14][C:15]([F:18])([F:17])[F:16])[C:11](=[O:19])[N:10]([CH2:20][C:21]([NH:34][CH:32]([C:33]3[CH:28]=[CH:29][CH:30]=[C:25]([Cl:26])[C:24]=3[Cl:27])[CH2:31][NH:36][C:45](=[O:51])[NH:41][CH2:38][CH3:39])=[O:23])[N:9]=2)=[CH:4][CH:3]=1. (9) Given the reactants [Cl:1][C:2]1[CH:33]=[CH:32][C:5]([C:6]([NH:8][C:9]2[CH:14]=[CH:13][C:12]([CH2:15][NH:16][C:17]3[C:26]4[C:21](=[CH:22][CH:23]=[C:24]([C:27]([F:30])([F:29])[F:28])[CH:25]=4)[N:20]=[C:19](Cl)[N:18]=3)=[CH:11][CH:10]=2)=[O:7])=[CH:4][CH:3]=1.[CH2:34]([NH:36][CH2:37][CH3:38])[CH3:35], predict the reaction product. The product is: [Cl:1][C:2]1[CH:3]=[CH:4][C:5]([C:6]([NH:8][C:9]2[CH:10]=[CH:11][C:12]([CH2:15][NH:16][C:17]3[C:26]4[C:21](=[CH:22][CH:23]=[C:24]([C:27]([F:29])([F:28])[F:30])[CH:25]=4)[N:20]=[C:19]([N:36]([CH2:37][CH3:38])[CH2:34][CH3:35])[N:18]=3)=[CH:13][CH:14]=2)=[O:7])=[CH:32][CH:33]=1.